This data is from Reaction yield outcomes from USPTO patents with 853,638 reactions. The task is: Predict the reaction yield, written as a fraction of the theoretical maximum amount of product (1.0 means a 100% yield; for example, 0.34 means a 34% yield). The reactants are [OH:1][C:2]1[CH:3]=[C:4]([CH:9]=[CH:10][C:11]=1I)[C:5]([O:7][CH3:8])=[O:6].[CH2:13]([O:15][CH:16]([O:19][CH2:20][CH3:21])[CH2:17][CH3:18])[CH3:14].N1CCCCC1. The catalyst is CN(C=O)C.CCOC(C)=O.[Cu](I)I. The product is [CH2:13]([O:15][CH:16]([O:19][CH2:20][CH3:21])[C:17]1[O:1][C:2]2[CH:3]=[C:4]([C:5]([O:7][CH3:8])=[O:6])[CH:9]=[CH:10][C:11]=2[CH:18]=1)[CH3:14]. The yield is 0.320.